Dataset: Catalyst prediction with 721,799 reactions and 888 catalyst types from USPTO. Task: Predict which catalyst facilitates the given reaction. (1) Reactant: [C@H:1]12[N:8]([C:9]([O:11][C:12]([CH3:15])([CH3:14])[CH3:13])=[O:10])[C@H:5]([CH2:6][CH2:7]1)[CH2:4][CH:3]=[C:2]2[C:16]([O:18][CH3:19])=[O:17]. Product: [C@H:1]12[N:8]([C:9]([O:11][C:12]([CH3:13])([CH3:14])[CH3:15])=[O:10])[C@H:5]([CH2:6][CH2:7]1)[CH2:4][CH2:3][CH:2]2[C:16]([O:18][CH3:19])=[O:17]. The catalyst class is: 421. (2) Reactant: Br[C:2]1[CH:3]=[C:4]2[C:9](=[CH:10][CH:11]=1)[N:8]=[C:7]([CH3:12])[C:6]([C:13](=[O:18])[C:14]([F:17])([F:16])[F:15])=[C:5]2[C:19]1[CH:24]=[CH:23][C:22]([S:25]([CH3:28])(=[O:27])=[O:26])=[CH:21][CH:20]=1.[CH3:29][N:30]([CH3:36])[CH:31]1[CH2:35][CH2:34][NH:33][CH2:32]1. Product: [CH3:29][N:30]([CH3:36])[CH:31]1[CH2:35][CH2:34][N:33]([C:2]2[CH:3]=[C:4]3[C:9](=[CH:10][CH:11]=2)[N:8]=[C:7]([CH3:12])[C:6]([C:13](=[O:18])[C:14]([F:17])([F:16])[F:15])=[C:5]3[C:19]2[CH:24]=[CH:23][C:22]([S:25]([CH3:28])(=[O:27])=[O:26])=[CH:21][CH:20]=2)[CH2:32]1. The catalyst class is: 370. (3) Reactant: [F:1][C:2]1[CH:32]=[CH:31][CH:30]=[CH:29][C:3]=1[CH2:4][N:5]1[C:13]2[C:8](=[CH:9][CH:10]=[CH:11][CH:12]=2)[C:7]([C:14]2[N:19]=[C:18]([NH:20][C:21]3[CH:26]=[CH:25][N:24]=[CH:23][CH:22]=3)[C:17]([O:27][CH3:28])=[CH:16][N:15]=2)=[N:6]1.[C:33](=O)([O-])[O-].[Cs+].[Cs+]. Product: [F:1][C:2]1[CH:32]=[CH:31][CH:30]=[CH:29][C:3]=1[CH2:4][N:5]1[C:13]2[C:8](=[CH:9][CH:10]=[CH:11][CH:12]=2)[C:7]([C:14]2[N:19]=[C:18]([N:20]([CH3:33])[C:21]3[CH:26]=[CH:25][N:24]=[CH:23][CH:22]=3)[C:17]([O:27][CH3:28])=[CH:16][N:15]=2)=[N:6]1. The catalyst class is: 60. (4) Reactant: [ClH:1].C[O:3][C:4]([C:6]1[S:20][C:9]2=[N:10][C:11]([CH2:14][NH:15][CH2:16][CH:17]([CH3:19])[CH3:18])=[CH:12][CH:13]=[C:8]2[C:7]=1[O:21][CH2:22][C:23]([O:25]C(C)(C)C)=[O:24])=[O:5].[Li+].[OH-].Cl. Product: [ClH:1].[C:23]([CH2:22][O:21][C:7]1[C:8]2[C:9](=[N:10][C:11]([CH2:14][NH:15][CH2:16][CH:17]([CH3:19])[CH3:18])=[CH:12][CH:13]=2)[S:20][C:6]=1[C:4]([OH:5])=[O:3])([OH:25])=[O:24]. The catalyst class is: 20. (5) Reactant: C[O:2][C:3]([C@@H:5]1[C@@H:9]([OH:10])[CH2:8][CH2:7][N:6]1[C:11](=[O:23])[NH:12][C:13]1[CH:18]=[CH:17][C:16]([C:19]#[N:20])=[C:15]([Cl:21])[C:14]=1[CH3:22])=[O:4].Cl. Product: [Cl:21][C:15]1[C:14]([CH3:22])=[C:13]([NH:12][C:11]([N:6]2[CH2:7][CH2:8][C@H:9]([OH:10])[C@H:5]2[C:3]([OH:4])=[O:2])=[O:23])[CH:18]=[CH:17][C:16]=1[C:19]#[N:20]. The catalyst class is: 74. (6) Reactant: [NH2:1][C:2]1[C:3]([CH3:8])=[CH:4][CH:5]=[CH:6][CH:7]=1.C[Al](C)C.[C:13]1([S:19]([N:22]2[CH:26]=[CH:25][C:24]([C:27]([F:30])([F:29])[F:28])=[C:23]2[C:31](OC)=[O:32])(=[O:21])=[O:20])[CH:18]=[CH:17][CH:16]=[CH:15][CH:14]=1.O.O.C(C(C(C([O-])=O)O)O)([O-])=O.[Na+].[Na+]. Product: [C:13]1([S:19]([N:22]2[CH:26]=[CH:25][C:24]([C:27]([F:30])([F:28])[F:29])=[C:23]2[C:31]([NH:1][C:2]2[CH:7]=[CH:6][CH:5]=[CH:4][C:3]=2[CH3:8])=[O:32])(=[O:20])=[O:21])[CH:14]=[CH:15][CH:16]=[CH:17][CH:18]=1. The catalyst class is: 93. (7) Reactant: C(OC(=O)[N:7]([C:17]1[CH:22]=[CH:21][C:20]([C:23](=[O:44])[C:24]2[C:29]([O:30][CH3:31])=[CH:28][CH:27]=[C:26]([C@H:32]([NH:35]C(OC(C)(C)C)=O)[CH2:33][CH3:34])[C:25]=2[F:43])=[CH:19][N:18]=1)CC1C=CC(OC)=CC=1)(C)(C)C.C(O)(C(F)(F)F)=O. Product: [NH2:35][C@@H:32]([C:26]1[C:25]([F:43])=[C:24]([C:23]([C:20]2[CH:19]=[N:18][C:17]([NH2:7])=[CH:22][CH:21]=2)=[O:44])[C:29]([O:30][CH3:31])=[CH:28][CH:27]=1)[CH2:33][CH3:34]. The catalyst class is: 2. (8) Reactant: Br[C:2]1[CH:7]=[CH:6][C:5]([C:8]2[N:12]([C:13]3[CH:14]=[CH:15][C:16]([S:19]([NH2:22])(=[O:21])=[O:20])=[N:17][CH:18]=3)[N:11]=[C:10]([C:23]([F:26])([F:25])[F:24])[C:9]=2[CH2:27][CH3:28])=[CH:4][C:3]=1[F:29].C([Sn](CCCC)(CCCC)[C:35]1[S:39][CH:38]=[N:37][CH:36]=1)CCC.[Cl-].[Li+]. Product: [CH2:27]([C:9]1[C:10]([C:23]([F:26])([F:25])[F:24])=[N:11][N:12]([C:13]2[CH:14]=[CH:15][C:16]([S:19]([NH2:22])(=[O:21])=[O:20])=[N:17][CH:18]=2)[C:8]=1[C:5]1[CH:6]=[CH:7][C:2]([C:35]2[S:39][CH:38]=[N:37][CH:36]=2)=[C:3]([F:29])[CH:4]=1)[CH3:28]. The catalyst class is: 660. (9) Reactant: Cl[C:2]1[CH:7]=[C:6]([C:8]([F:11])([F:10])[F:9])[CH:5]=[C:4]([Cl:12])[N:3]=1.[CH3:13][Mg]Cl. Product: [Cl:12][C:4]1[CH:5]=[C:6]([C:8]([F:11])([F:10])[F:9])[CH:7]=[C:2]([CH3:13])[N:3]=1. The catalyst class is: 7. (10) Reactant: [C:1]([C:4]1[CH:13]([C:14]2[CH:19]=[CH:18][C:17]([F:20])=[C:16]([Br:21])[CH:15]=2)[C:12]2[C:11](=[O:22])[NH:10][CH2:9][CH2:8][C:7]=2[NH:6][C:5]=1[CH3:23])(=[O:3])[CH3:2].BrN1C(=O)CCC1=O. Product: [C:1]([C:4]1[CH:13]([C:14]2[CH:19]=[CH:18][C:17]([F:20])=[C:16]([Br:21])[CH:15]=2)[C:12]2[C:11](=[O:22])[NH:10][CH:9]=[CH:8][C:7]=2[NH:6][C:5]=1[CH3:23])(=[O:3])[CH3:2]. The catalyst class is: 9.